This data is from Forward reaction prediction with 1.9M reactions from USPTO patents (1976-2016). The task is: Predict the product of the given reaction. (1) Given the reactants [Br:1][C:2]1[S:6][CH:5]=[C:4]([C@@H:7]2[CH2:9][C@H:8]2[C:10]([OH:12])=[O:11])[CH:3]=1.[NH2:13][C@H:14]([CH2:17][C:18]1[CH:23]=[CH:22][CH:21]=[CH:20][CH:19]=1)[CH2:15][OH:16].C(OC(C)C)(C)C, predict the reaction product. The product is: [NH2:13][C@H:14]([CH2:17][C:18]1[CH:23]=[CH:22][CH:21]=[CH:20][CH:19]=1)[CH2:15][OH:16].[Br:1][C:2]1[S:6][CH:5]=[C:4]([C@@H:7]2[CH2:9][C@H:8]2[C:10]([O-:12])=[O:11])[CH:3]=1. (2) Given the reactants Br[C:2]1[CH:7]=[CH:6][CH:5]=[CH:4][C:3]=1[CH2:8][N:9]1[C:14](=[O:15])[C:13]([C:16]([NH:18][CH2:19][C:20]([OH:22])=[O:21])=[O:17])=[C:12]([OH:23])[C:11]([CH:24]([CH3:26])[CH3:25])=[N:10]1.[F:27][C:28]1[CH:33]=[CH:32][C:31](B(O)O)=[CH:30][CH:29]=1.C(=O)([O-])[O-].[K+].[K+].Cl, predict the reaction product. The product is: [F:27][C:28]1[CH:33]=[CH:32][C:31]([C:2]2[CH:7]=[CH:6][CH:5]=[CH:4][C:3]=2[CH2:8][N:9]2[C:14](=[O:15])[C:13]([C:16]([NH:18][CH2:19][C:20]([OH:22])=[O:21])=[O:17])=[C:12]([OH:23])[C:11]([CH:24]([CH3:26])[CH3:25])=[N:10]2)=[CH:30][CH:29]=1. (3) Given the reactants [NH2:14][C:13]1[CH:15]=[CH:16][C:17]([O:19][CH3:20])=[CH:18][C:12]=1[S:11][S:11][C:12]1[CH:18]=[C:17]([O:19][CH3:20])[CH:16]=[CH:15][C:13]=1[NH2:14].[O:21]=[C:22]1[CH2:27][C:26](=O)[CH2:25][C:24]2([CH2:33][CH2:32][O:31][CH2:30][CH2:29]2)[N:23]1[NH:34][C:35](=[O:37])[CH3:36], predict the reaction product. The product is: [CH3:20][O:19][C:17]1[CH:16]=[CH:15][C:13]2[NH:14][C:26]3[CH2:25][C:24]4([N:23]([NH:34][C:35](=[O:37])[CH3:36])[C:22](=[O:21])[C:27]=3[S:11][C:12]=2[CH:18]=1)[CH2:33][CH2:32][O:31][CH2:30][CH2:29]4. (4) Given the reactants [NH2:1][C:2]1[N:10]=[C:9]([O:11][CH2:12][CH2:13][CH2:14][CH3:15])[N:8]=[C:7]2[C:3]=1[NH:4][C:5](=[O:45])[N:6]2[CH2:16][CH2:17][CH2:18][N:19]([CH2:33][C:34]1[CH:35]=[C:36]([CH2:40][C:41]([O:43][CH3:44])=[O:42])[CH:37]=[CH:38][CH:39]=1)[CH:20]1[CH2:25][CH2:24][N:23]([CH2:26][C:27]2[CH:32]=[CH:31][CH:30]=[CH:29][CH:28]=2)[CH2:22]C1.C(N1CC[C@@H](N)C1)C1C=CC=CC=1, predict the reaction product. The product is: [NH2:1][C:2]1[N:10]=[C:9]([O:11][CH2:12][CH2:13][CH2:14][CH3:15])[N:8]=[C:7]2[C:3]=1[NH:4][C:5](=[O:45])[N:6]2[CH2:16][CH2:17][CH2:18][N:19]([CH2:33][C:34]1[CH:35]=[C:36]([CH2:40][C:41]([O:43][CH3:44])=[O:42])[CH:37]=[CH:38][CH:39]=1)[C@@H:20]1[CH2:25][CH2:24][N:23]([CH2:26][C:27]2[CH:28]=[CH:29][CH:30]=[CH:31][CH:32]=2)[CH2:22]1. (5) Given the reactants [CH3:1][O:2][C:3](=[O:28])[NH:4][C@H:5]([C:9]([N:11]1[CH2:15][CH2:14][CH2:13][C@H:12]1[C:16]1[NH:17][CH:18]=[C:19]([C:21]2[CH:26]=[CH:25][C:24](Br)=[CH:23][CH:22]=2)[N:20]=1)=[O:10])[CH:6]([CH3:8])[CH3:7].CC1(C)C(C)(C)OB([C:37]2[CH:43]=[CH:42][C:40]([NH2:41])=[CH:39][CH:38]=2)O1.C(=O)([O-])[O-].[Na+].[Na+].C(OCC)(=O)C, predict the reaction product. The product is: [CH3:1][O:2][C:3](=[O:28])[NH:4][C@H:5]([C:9]([N:11]1[CH2:15][CH2:14][CH2:13][C@H:12]1[C:16]1[NH:17][CH:18]=[C:19]([C:21]2[CH:26]=[CH:25][C:24]([C:37]3[CH:43]=[CH:42][C:40]([NH2:41])=[CH:39][CH:38]=3)=[CH:23][CH:22]=2)[N:20]=1)=[O:10])[CH:6]([CH3:8])[CH3:7]. (6) Given the reactants Cl.[CH3:2][O:3][C:4](=[O:11])[C@H:5]([CH2:7][CH:8]([CH3:10])[CH3:9])[NH2:6].[O-]S([O-])(=O)=O.[Mg+2].[F:18][C:19]1[CH:26]=[CH:25][C:22]([CH:23]=O)=[CH:21][CH:20]=1.CCN(CC)CC.[BH4-].[Na+], predict the reaction product. The product is: [F:18][C:19]1[CH:26]=[CH:25][C:22]([CH2:23][NH:6][C@@H:5]([CH2:7][CH:8]([CH3:10])[CH3:9])[C:4]([O:3][CH3:2])=[O:11])=[CH:21][CH:20]=1. (7) Given the reactants Br[C:2]1[C:11]2[C:6](=[CH:7][CH:8]=[C:9]([C:12]([C:14]3[CH:19]=[CH:18][C:17]([Cl:20])=[CH:16][CH:15]=3)=[O:13])[CH:10]=2)[N:5]=[C:4]([O:21][C:22]([CH3:25])([CH3:24])[CH3:23])[CH:3]=1.F[C:27]1[CH:28]=[C:29]([CH:35]=[CH:36][CH:37]=1)/[CH:30]=[CH:31]/B(O)O.COC1C=CC=C(OC)C=1C1C=CC=CC=1P(C1CCCCC1)C1CCCCC1.[O-]P([O-])([O-])=O.[K+].[K+].[K+].O, predict the reaction product. The product is: [C:22]([O:21][C:4]1[CH:3]=[C:2](/[CH:31]=[CH:30]/[C:29]2[CH:35]=[CH:36][CH:37]=[CH:27][CH:28]=2)[C:11]2[C:6](=[CH:7][CH:8]=[C:9]([C:12]([C:14]3[CH:19]=[CH:18][C:17]([Cl:20])=[CH:16][CH:15]=3)=[O:13])[CH:10]=2)[N:5]=1)([CH3:25])([CH3:24])[CH3:23].